This data is from Forward reaction prediction with 1.9M reactions from USPTO patents (1976-2016). The task is: Predict the product of the given reaction. (1) Given the reactants CS[C:3]([N:6]1[CH2:11][CH2:10][CH2:9][CH2:8][CH:7]1[C:12]1[N:13]=[N:14][N:15]([C:17]2[CH:22]=[CH:21][CH:20]=[C:19]([Cl:23])[CH:18]=2)[N:16]=1)=[N:4][CH3:5].[F:24][CH:25]([F:37])[O:26][C:27]1[CH:36]=[CH:35][C:30]([C:31]([NH:33][NH2:34])=O)=[CH:29][CH:28]=1, predict the reaction product. The product is: [Cl:23][C:19]1[CH:18]=[C:17]([N:15]2[N:14]=[N:13][C:12]([CH:7]3[CH2:8][CH2:9][CH2:10][CH2:11][N:6]3[C:3]3[N:4]([CH3:5])[C:31]([C:30]4[CH:35]=[CH:36][C:27]([O:26][CH:25]([F:37])[F:24])=[CH:28][CH:29]=4)=[N:33][N:34]=3)=[N:16]2)[CH:22]=[CH:21][CH:20]=1. (2) Given the reactants O.Cl.[CH2:3]([O:10][CH2:11][CH2:12][C:13]1([CH2:18][CH2:19][S:20][CH:21]([C:32]2[C:37]([F:38])=[CH:36][CH:35]=[C:34]([F:39])[C:33]=2[F:40])[C:22]2[C:23]([CH3:31])=[CH:24][C:25]([C:28]([NH2:30])=[O:29])=[N:26][CH:27]=2)OCC[O:14]1)[C:4]1[CH:9]=[CH:8][CH:7]=[CH:6][CH:5]=1, predict the reaction product. The product is: [CH2:3]([O:10][CH2:11][CH2:12][C:13](=[O:14])[CH2:18][CH2:19][S:20][CH:21]([C:32]1[C:37]([F:38])=[CH:36][CH:35]=[C:34]([F:39])[C:33]=1[F:40])[C:22]1[C:23]([CH3:31])=[CH:24][C:25]([C:28]([NH2:30])=[O:29])=[N:26][CH:27]=1)[C:4]1[CH:9]=[CH:8][CH:7]=[CH:6][CH:5]=1. (3) The product is: [CH:11]1([CH2:10][NH:9][C:7](=[O:8])[C:6]2[CH:18]=[C:2]([B:28]3[O:29][C:30]([CH3:32])([CH3:31])[C:26]([CH3:42])([CH3:25])[O:27]3)[CH:3]=[CH:4][C:5]=2[CH3:19])[CH2:17][CH2:16][CH2:15][CH2:14][CH2:13][CH2:12]1. Given the reactants Br[C:2]1[CH:3]=[CH:4][C:5]([CH3:19])=[C:6]([CH:18]=1)[C:7]([NH:9][CH2:10][CH:11]1[CH2:17][CH2:16][CH2:15][CH2:14][CH2:13][CH2:12]1)=[O:8].C([O-])(=O)C.[K+].[CH3:25][C:26]1([CH3:42])[C:30]([CH3:32])([CH3:31])[O:29][B:28]([B:28]2[O:29][C:30]([CH3:32])([CH3:31])[C:26]([CH3:42])([CH3:25])[O:27]2)[O:27]1.C(OCC)(=O)C.O, predict the reaction product. (4) The product is: [N:18]1([CH2:23][CH2:24][NH:25][C:26]([C:28]2[C:32]([CH3:33])=[C:31]([CH:34]=[C:10]3[C:9]4[C:13](=[CH:14][CH:15]=[CH:16][C:8]=4[C:5]4[CH:4]=[CH:3][C:2]([F:1])=[CH:7][CH:6]=4)[NH:12][C:11]3=[O:17])[NH:30][C:29]=2[CH3:36])=[O:27])[CH2:22][CH2:21][CH2:20][CH2:19]1. Given the reactants [F:1][C:2]1[CH:7]=[CH:6][C:5]([C:8]2[CH:16]=[CH:15][CH:14]=[C:13]3[C:9]=2[CH2:10][C:11](=[O:17])[NH:12]3)=[CH:4][CH:3]=1.[N:18]1([CH2:23][CH2:24][NH:25][C:26]([C:28]2[C:32]([CH3:33])=[C:31]([CH:34]=O)[NH:30][C:29]=2[CH3:36])=[O:27])[CH2:22][CH2:21][CH2:20][CH2:19]1, predict the reaction product.